From a dataset of Full USPTO retrosynthesis dataset with 1.9M reactions from patents (1976-2016). Predict the reactants needed to synthesize the given product. (1) Given the product [NH:9]([C:10]1[CH:41]=[CH:40][C:13]([C:14]([O:16][CH2:17][C@@H:18]2[C@@H:22]([OH:23])[C@@H:21]([OH:24])[C@H:20]([N:25]3[C:33](=[O:34])[N:32]([CH2:35][CH:36]=[CH2:37])[C:31]4[C:30](=[O:38])[NH:29][C:28]([NH2:39])=[N:27][C:26]3=4)[O:19]2)=[O:15])=[CH:12][N:11]=1)[NH2:8], predict the reactants needed to synthesize it. The reactants are: C(OC([NH:8][NH:9][C:10]1[CH:41]=[CH:40][C:13]([C:14]([O:16][CH2:17][C@@H:18]2[C@@H:22]([OH:23])[C@@H:21]([OH:24])[C@H:20]([N:25]3[C:33](=[O:34])[N:32]([CH2:35][CH:36]=[CH2:37])[C:31]4[C:30](=[O:38])[NH:29][C:28]([NH2:39])=[N:27][C:26]3=4)[O:19]2)=[O:15])=[CH:12][N:11]=1)=O)(C)(C)C.C(O)(C(F)(F)F)=O. (2) Given the product [CH2:21]([O:23][C:24]1[CH:29]=[CH:28][C:27]([NH:30][C:31]([N:18]2[CH2:19][CH2:20][CH:15]([C:6]3[C:5]4[C:10](=[CH:11][C:12]([O:13][CH3:14])=[C:3]([O:2][CH3:1])[CH:4]=4)[N:9]=[CH:8][N:7]=3)[CH2:16][CH2:17]2)=[O:32])=[CH:26][CH:25]=1)[CH3:22], predict the reactants needed to synthesize it. The reactants are: [CH3:1][O:2][C:3]1[CH:4]=[C:5]2[C:10](=[CH:11][C:12]=1[O:13][CH3:14])[N:9]=[CH:8][N:7]=[C:6]2[CH:15]1[CH2:20][CH2:19][NH:18][CH2:17][CH2:16]1.[CH2:21]([O:23][C:24]1[CH:29]=[CH:28][C:27]([N:30]=[C:31]=[O:32])=[CH:26][CH:25]=1)[CH3:22]. (3) The reactants are: [F:1][C:2]([F:26])([F:25])[C:3]1[CH:24]=[CH:23][CH:22]=[CH:21][C:4]=1[O:5][CH:6]1[CH2:11][CH2:10][N:9]([C:12]2[N:17]=[N:16][C:15]([C:18]([OH:20])=O)=[CH:14][CH:13]=2)[CH2:8][CH2:7]1.C1C=CC2N(O)N=[N:33]C=2C=1.CN(C(ON1N=NC2C=CC=NC1=2)=[N+](C)C)C.F[P-](F)(F)(F)(F)F.[Cl-].[NH4+].C(N(CC)C(C)C)(C)C. Given the product [F:1][C:2]([F:25])([F:26])[C:3]1[CH:24]=[CH:23][CH:22]=[CH:21][C:4]=1[O:5][CH:6]1[CH2:7][CH2:8][N:9]([C:12]2[N:17]=[N:16][C:15]([C:18]([NH2:33])=[O:20])=[CH:14][CH:13]=2)[CH2:10][CH2:11]1, predict the reactants needed to synthesize it. (4) Given the product [CH3:18][C:13]1[CH:12]=[C:11]([N:10]2[C:3]3[CH:4]=[C:5]([C:6]#[N:7])[CH:8]=[CH:9][C:2]=3[N:1]=[CH:20]2)[CH:16]=[CH:15][C:14]=1[CH3:17], predict the reactants needed to synthesize it. The reactants are: [NH2:1][C:2]1[CH:9]=[CH:8][C:5]([C:6]#[N:7])=[CH:4][C:3]=1[NH:10][C:11]1[CH:16]=[CH:15][C:14]([CH3:17])=[C:13]([CH3:18])[CH:12]=1.Cl.[CH:20](OCC)(OCC)OCC. (5) Given the product [Cl:9][C:10]1[CH:15]=[C:14]([F:16])[C:13]([I:18])=[CH:12][C:11]=1[F:17], predict the reactants needed to synthesize it. The reactants are: FC(F)(F)S(O)(=O)=O.[Cl:9][C:10]1[CH:15]=[C:14]([F:16])[CH:13]=[CH:12][C:11]=1[F:17].[I:18]N1C(=O)CCC1=O. (6) The reactants are: C(OC(=O)[NH:7][C:8]1[CH:13]=[C:12]([NH:14][CH2:15][CH:16]([CH3:18])[CH3:17])[C:11]([Cl:19])=[CH:10][C:9]=1[NH:20][C:21](=[O:36])[CH2:22][C:23]([C:25]1[CH:30]=[CH:29][CH:28]=[C:27]([N:31]2[CH:35]=[CH:34][N:33]=[CH:32]2)[CH:26]=1)=O)(C)(C)C.C(O)(C(F)(F)F)=O. Given the product [Cl:19][C:11]1[C:12]([NH:14][CH2:15][CH:16]([CH3:18])[CH3:17])=[CH:13][C:8]2[N:7]=[C:23]([C:25]3[CH:30]=[CH:29][CH:28]=[C:27]([N:31]4[CH:35]=[CH:34][N:33]=[CH:32]4)[CH:26]=3)[CH2:22][C:21](=[O:36])[NH:20][C:9]=2[CH:10]=1, predict the reactants needed to synthesize it. (7) Given the product [CH:2]1([C:5]#[C:6][C:7]2[CH:8]=[N:9][C:10]([N:13]3[CH2:14][CH2:15][N:16]([C:20]4[N:25]=[CH:24][N:23]=[C:22]([NH:26][C:27]5[CH:28]=[N:29][N:30]([CH2:32][C@H:33]6[O:38][CH2:37][CH2:36][N:35]([C:39]([O:41][C:42]([CH3:45])([CH3:44])[CH3:43])=[O:40])[CH2:34]6)[CH:31]=5)[N:21]=4)[CH2:17][CH2:18]3)=[N:11][CH:12]=2)[CH2:4][CH2:3]1, predict the reactants needed to synthesize it. The reactants are: Cl.[CH:2]1([C:5]#[C:6][C:7]2[CH:8]=[N:9][C:10]([N:13]3[CH2:18][CH2:17][NH:16][CH2:15][CH2:14]3)=[N:11][CH:12]=2)[CH2:4][CH2:3]1.Cl[C:20]1[N:25]=[CH:24][N:23]=[C:22]([NH:26][C:27]2[CH:28]=[N:29][N:30]([CH2:32][C@H:33]3[O:38][CH2:37][CH2:36][N:35]([C:39]([O:41][C:42]([CH3:45])([CH3:44])[CH3:43])=[O:40])[CH2:34]3)[CH:31]=2)[N:21]=1.C(N(C(C)C)CC)(C)C. (8) Given the product [CH3:38][C:37]([CH3:40])([CH3:39])[C:36](=[O:41])[CH2:35][O:26][C:25]([C:11]1([C:9]([O:8][CH2:1][C:2]2[CH:3]=[CH:4][CH:5]=[CH:6][CH:7]=2)=[O:10])[CH2:16][CH2:15][CH2:14][N:13]([C:17]([O:19][CH2:20][C:21]([Cl:24])([Cl:22])[Cl:23])=[O:18])[CH2:12]1)=[O:27], predict the reactants needed to synthesize it. The reactants are: [CH2:1]([O:8][C:9]([C:11]1([C:25]([OH:27])=[O:26])[CH2:16][CH2:15][CH2:14][N:13]([C:17]([O:19][CH2:20][C:21]([Cl:24])([Cl:23])[Cl:22])=[O:18])[CH2:12]1)=[O:10])[C:2]1[CH:7]=[CH:6][CH:5]=[CH:4][CH:3]=1.C(=O)([O-])[O-].[K+].[K+].Br[CH2:35][C:36](=[O:41])[C:37]([CH3:40])([CH3:39])[CH3:38].C(O)(=O)C.